Dataset: Full USPTO retrosynthesis dataset with 1.9M reactions from patents (1976-2016). Task: Predict the reactants needed to synthesize the given product. (1) Given the product [CH3:1][S:2]([O:6][CH2:7][CH2:8][O:9][C:10]1[CH:15]=[CH:14][C:13]([C:16]2[N:21]=[C:20]([C:22]#[N:23])[C:19]3[N:24]=[CH:25][N:26]([CH3:27])[C:18]=3[CH:17]=2)=[CH:12][C:11]=1[C:28]([F:30])([F:29])[F:31])(=[O:4])=[O:3], predict the reactants needed to synthesize it. The reactants are: [CH3:1][S:2](Cl)(=[O:4])=[O:3].[OH:6][CH2:7][CH2:8][O:9][C:10]1[CH:15]=[CH:14][C:13]([C:16]2[N:21]=[C:20]([C:22]#[N:23])[C:19]3[N:24]=[CH:25][N:26]([CH3:27])[C:18]=3[CH:17]=2)=[CH:12][C:11]=1[C:28]([F:31])([F:30])[F:29].C(N(C(C)C)CC)(C)C.O. (2) The reactants are: Cl.[CH3:2][O:3][C:4]1[CH:12]=[C:11]2[C:7]([C:8]3[CH:16]=[CH:15][N:14]=[C:13]([CH3:17])[C:9]=3[NH:10]2)=[CH:6][CH:5]=1.C1COCC1.[H-].[Na+].Cl[CH2:26][CH2:27][N:28]([CH3:36])[C:29](=[O:35])[O:30][C:31]([CH3:34])([CH3:33])[CH3:32]. Given the product [CH3:2][O:3][C:4]1[CH:12]=[C:11]2[C:7]([C:8]3[CH:16]=[CH:15][N:14]=[C:13]([CH3:17])[C:9]=3[N:10]2[CH2:26][CH2:27][N:28]([CH3:36])[C:29](=[O:35])[O:30][C:31]([CH3:33])([CH3:32])[CH3:34])=[CH:6][CH:5]=1, predict the reactants needed to synthesize it. (3) Given the product [Cl:8][CH2:9][C:10]1[N:24]([CH2:25][CH2:26][NH:27][C:28](=[O:34])[O:29][C:30]([CH3:31])([CH3:33])[CH3:32])[C:23]2[C:22]3[CH:21]=[CH:20][CH:19]=[CH:18][C:17]=3[N:16]=[CH:15][C:14]=2[N:13]=1, predict the reactants needed to synthesize it. The reactants are: C(N(CC)CC)C.[Cl:8][CH2:9][C:10](Cl)=O.[NH2:13][C:14]1[CH:15]=[N:16][C:17]2[C:22]([C:23]=1[NH:24][CH2:25][CH2:26][NH:27][C:28](=[O:34])[O:29][C:30]([CH3:33])([CH3:32])[CH3:31])=[CH:21][CH:20]=[CH:19][CH:18]=2. (4) Given the product [CH3:14][C:15]1[C:20]([CH3:21])=[CH:19][CH:18]=[CH:17][C:16]=1[N:22]1[CH2:23][CH2:24][N:25]([CH2:2][CH2:3][CH:4]2[CH2:6][O:5]2)[CH2:26][CH2:27]1, predict the reactants needed to synthesize it. The reactants are: Br[CH2:2][CH2:3][CH:4]1[CH2:6][O:5]1.C(=O)([O-])[O-].[K+].[K+].Cl.[CH3:14][C:15]1[C:20]([CH3:21])=[CH:19][CH:18]=[CH:17][C:16]=1[N:22]1[CH2:27][CH2:26][NH:25][CH2:24][CH2:23]1. (5) Given the product [N:23]1([C:39]2[CH:44]=[CH:43][CH:42]=[CH:41][N:40]=2)[CH2:28][CH2:27][CH:26]([NH:29][C:30]([N:32]2[CH2:37][CH2:36][CH:35]([NH:38][C:8]([N:10]3[CH:14]=[CH:13][N:12]=[CH:11]3)=[O:9])[CH2:34][CH2:33]2)=[O:31])[CH2:25][CH2:24]1, predict the reactants needed to synthesize it. The reactants are: N1(C2C=CC=CN=2)CCC(N[C:8]([N:10]2[CH:14]=[CH:13][N:12]=[CH:11]2)=[O:9])CC1.Cl.Cl.[N:23]1([C:39]2[CH:44]=[CH:43][CH:42]=[CH:41][N:40]=2)[CH2:28][CH2:27][CH:26]([NH:29][C:30]([N:32]2[CH2:37][CH2:36][CH:35]([NH2:38])[CH2:34][CH2:33]2)=[O:31])[CH2:25][CH2:24]1.